This data is from Full USPTO retrosynthesis dataset with 1.9M reactions from patents (1976-2016). The task is: Predict the reactants needed to synthesize the given product. Given the product [C:1]([O:5][C:6]([N:8]1[CH2:13][CH2:12][C@@H:11]([CH3:14])[C@@H:10]([N:20]2[C:16](=[O:26])[C:17]3[C:18](=[CH:22][CH:23]=[CH:24][CH:25]=3)[C:19]2=[O:21])[CH2:9]1)=[O:7])([CH3:4])([CH3:3])[CH3:2], predict the reactants needed to synthesize it. The reactants are: [C:1]([O:5][C:6]([N:8]1[CH2:13][CH2:12][C@@H:11]([CH3:14])[C@H:10](O)[CH2:9]1)=[O:7])([CH3:4])([CH3:3])[CH3:2].[C:16]1(=[O:26])[NH:20][C:19](=[O:21])[C:18]2=[CH:22][CH:23]=[CH:24][CH:25]=[C:17]12.CC(OC(/N=N/C(OC(C)C)=O)=O)C.